Dataset: Full USPTO retrosynthesis dataset with 1.9M reactions from patents (1976-2016). Task: Predict the reactants needed to synthesize the given product. Given the product [F:9][C:5]1[C:6]([O:14][CH3:13])=[CH:7][C:2]([NH2:1])=[C:3]([N+:10]([O-:12])=[O:11])[CH:4]=1, predict the reactants needed to synthesize it. The reactants are: [NH2:1][C:2]1[CH:7]=[C:6](F)[C:5]([F:9])=[CH:4][C:3]=1[N+:10]([O-:12])=[O:11].[CH3:13][O-:14].[Na+].